The task is: Predict the reactants needed to synthesize the given product.. This data is from Full USPTO retrosynthesis dataset with 1.9M reactions from patents (1976-2016). (1) Given the product [Cl:22][C:19]1[S:18][C:17]([C:15]([NH:14][CH2:13][C@@H:11]2[O:10][C:9](=[O:23])[N:8]([C:5]3[CH:6]=[CH:7][C:2]([NH:1][C:29](=[O:30])[CH2:28][CH2:27][CH2:26][CH2:25][Cl:24])=[CH:3][CH:4]=3)[CH2:12]2)=[O:16])=[CH:21][CH:20]=1, predict the reactants needed to synthesize it. The reactants are: [NH2:1][C:2]1[CH:7]=[CH:6][C:5]([N:8]2[CH2:12][C@H:11]([CH2:13][NH:14][C:15]([C:17]3[S:18][C:19]([Cl:22])=[CH:20][CH:21]=3)=[O:16])[O:10][C:9]2=[O:23])=[CH:4][CH:3]=1.[Cl:24][CH2:25][CH2:26][CH2:27][CH2:28][C:29](Cl)=[O:30].C(N(CC)CC)C. (2) Given the product [F:1][C:2]1[C:3]([CH:8]([C:10]2[C:11]3[CH:23]=[CH:22][CH:21]=[CH:20][C:12]=3[S:13][C:14]=2[CH2:15][CH2:16][N:17]([CH3:18])[CH3:19])[CH3:9])=[N:4][CH:5]=[CH:6][CH:7]=1, predict the reactants needed to synthesize it. The reactants are: [F:1][C:2]1[C:3]([C:8]([C:10]2[C:11]3[CH:23]=[CH:22][CH:21]=[CH:20][C:12]=3[S:13][C:14]=2[CH2:15][CH2:16][N:17]([CH3:19])[CH3:18])=[CH2:9])=[N:4][CH:5]=[CH:6][CH:7]=1. (3) Given the product [NH2:22][CH2:21][C:12]1([CH2:10][OH:9])[CH2:20][C:19]2[C:14](=[CH:15][CH:16]=[CH:17][CH:18]=2)[CH2:13]1, predict the reactants needed to synthesize it. The reactants are: [H-].[Al+3].[Li+].[H-].[H-].[H-].C([O:9][C:10]([C:12]1([C:21]#[N:22])[CH2:20][C:19]2[C:14](=[CH:15][CH:16]=[CH:17][CH:18]=2)[CH2:13]1)=O)C.O.[OH-].[Na+]. (4) Given the product [Cl:31][C:14]1[CH:13]=[C:12]([NH:11][C:9](=[O:10])[C:25]([O:27][CH3:28])=[O:26])[CH:17]=[CH:16][C:15]=1[CH:18]1[CH2:23][CH2:22][CH:21]([CH:24]([CH3:30])[C:25]([O:27][CH2:28][CH3:29])=[O:26])[CH2:20][CH2:19]1, predict the reactants needed to synthesize it. The reactants are: C(O[C:9]([NH:11][C:12]1[CH:17]=[CH:16][C:15]([CH:18]2[CH2:23][CH2:22][C:21](=[C:24]([CH3:30])[C:25]([O:27][CH2:28][CH3:29])=[O:26])[CH2:20][CH2:19]2)=[C:14]([Cl:31])[CH:13]=1)=[O:10])C1C=CC=CC=1. (5) Given the product [C:52]([O:51][C:47]([NH:48][NH:49][C:25](=[O:26])[CH2:24][CH2:23][O:22][C:21]1[CH:28]=[CH:29][CH:30]=[CH:31][C:20]=1[N:19]([C:17](=[O:18])[C:16]1[CH:33]=[CH:34][C:13]([Cl:12])=[C:14]([C:35]2[CH:36]=[N:37][C:38]([C:43]([F:44])([F:46])[F:45])=[CH:39][C:40]=2[C:41]#[N:42])[CH:15]=1)[CH3:32])=[O:50])([CH3:55])([CH3:54])[CH3:53], predict the reactants needed to synthesize it. The reactants are: CCN=C=NCCCN(C)C.[Cl:12][C:13]1[CH:34]=[CH:33][C:16]([C:17]([N:19]([CH3:32])[C:20]2[CH:31]=[CH:30][CH:29]=[CH:28][C:21]=2[O:22][CH2:23][CH2:24][C:25](O)=[O:26])=[O:18])=[CH:15][C:14]=1[C:35]1[CH:36]=[N:37][C:38]([C:43]([F:46])([F:45])[F:44])=[CH:39][C:40]=1[C:41]#[N:42].[C:47]([O:51][C:52]([CH3:55])([CH3:54])[CH3:53])(=[O:50])[NH:48][NH2:49].C1C=CC2N(O)N=NC=2C=1.C([O-])([O-])=O.[Na+].[Na+].